Dataset: Peptide-MHC class II binding affinity with 134,281 pairs from IEDB. Task: Regression. Given a peptide amino acid sequence and an MHC pseudo amino acid sequence, predict their binding affinity value. This is MHC class II binding data. (1) The peptide sequence is VFGYRKPLDNIKDNV. The MHC is DRB1_1201 with pseudo-sequence DRB1_1201. The binding affinity (normalized) is 0. (2) The peptide sequence is VLVPGCHGSEPCIIHR. The MHC is HLA-DQA10401-DQB10402 with pseudo-sequence HLA-DQA10401-DQB10402. The binding affinity (normalized) is 0.188. (3) The peptide sequence is GELQIVDKIDAAFVI. The MHC is DRB4_0101 with pseudo-sequence DRB4_0103. The binding affinity (normalized) is 0.810. (4) The peptide sequence is RTAMATLIVATEFLH. The MHC is H-2-IAd with pseudo-sequence H-2-IAd. The binding affinity (normalized) is 0.622. (5) The binding affinity (normalized) is 0.855. The peptide sequence is AKKYFAATQFEPLAA. The MHC is DRB1_0701 with pseudo-sequence DRB1_0701. (6) The peptide sequence is YISAIVQGERMDEPIPA. The MHC is DRB1_0301 with pseudo-sequence DRB1_0301. The binding affinity (normalized) is 0.0712. (7) The peptide sequence is FFTELDGVRLHRFAPPCKPL. The MHC is DRB1_0101 with pseudo-sequence DRB1_0101. The binding affinity (normalized) is 0.746.